From a dataset of Full USPTO retrosynthesis dataset with 1.9M reactions from patents (1976-2016). Predict the reactants needed to synthesize the given product. The reactants are: [C:1]([NH:24][CH2:25][CH2:26][NH:27][C:28](=[O:36])[C:29]1[CH:34]=[CH:33][CH:32]=[CH:31][C:30]=1[OH:35])(=[O:23])[CH2:2][CH2:3]/[CH:4]=[CH:5]\[CH2:6]/[CH:7]=[CH:8]\[CH2:9]/[CH:10]=[CH:11]\[CH2:12]/[CH:13]=[CH:14]\[CH2:15]/[CH:16]=[CH:17]\[CH2:18]/[CH:19]=[CH:20]\[CH2:21][CH3:22].[F:37][C:38]1[CH:43]=[C:42]([F:44])[CH:41]=[CH:40][C:39]=1C1C=CC(O)=C(C(O)=O)C=1. Given the product [C:1]([NH:24][CH2:25][CH2:26][NH:27][C:28]([C:29]1[CH:34]=[C:33]([C:41]2[CH:40]=[CH:39][C:38]([F:37])=[CH:43][C:42]=2[F:44])[CH:32]=[CH:31][C:30]=1[OH:35])=[O:36])(=[O:23])[CH2:2][CH2:3]/[CH:4]=[CH:5]\[CH2:6]/[CH:7]=[CH:8]\[CH2:9]/[CH:10]=[CH:11]\[CH2:12]/[CH:13]=[CH:14]\[CH2:15]/[CH:16]=[CH:17]\[CH2:18]/[CH:19]=[CH:20]\[CH2:21][CH3:22], predict the reactants needed to synthesize it.